This data is from Reaction yield outcomes from USPTO patents with 853,638 reactions. The task is: Predict the reaction yield, written as a fraction of the theoretical maximum amount of product (1.0 means a 100% yield; for example, 0.34 means a 34% yield). The reactants are [C:1]([O:5][C:6]([NH:8][C@@H:9]([CH2:20][C:21]1[CH:26]=[CH:25][C:24](B2OC(C)(C)C(C)(C)O2)=[CH:23][CH:22]=1)[C:10]([O:12][CH2:13][C:14]1[CH:19]=[CH:18][CH:17]=[CH:16][CH:15]=1)=[O:11])=[O:7])([CH3:4])([CH3:3])[CH3:2].[C:36]([N:40]1[C:44](=[O:45])[CH:43]=[C:42](Cl)[S:41]1(=[O:48])=[O:47])([CH3:39])([CH3:38])[CH3:37].ClCCl.C(=O)([O-])[O-].[K+].[K+]. The catalyst is O1CCOCC1.C1C=CC(P(C2C=CC=CC=2)[C-]2C=CC=C2)=CC=1.C1C=CC(P(C2C=CC=CC=2)[C-]2C=CC=C2)=CC=1.Cl[Pd]Cl.[Fe+2]. The product is [C:1]([O:5][C:6]([NH:8][C@H:9]([C:10]([O:12][CH2:13][C:14]1[CH:15]=[CH:16][CH:17]=[CH:18][CH:19]=1)=[O:11])[CH2:20][C:21]1[CH:22]=[CH:23][C:24]([C:42]2[S:41](=[O:47])(=[O:48])[N:40]([C:36]([CH3:38])([CH3:37])[CH3:39])[C:44](=[O:45])[CH:43]=2)=[CH:25][CH:26]=1)=[O:7])([CH3:3])([CH3:2])[CH3:4]. The yield is 0.370.